This data is from Reaction yield outcomes from USPTO patents with 853,638 reactions. The task is: Predict the reaction yield, written as a fraction of the theoretical maximum amount of product (1.0 means a 100% yield; for example, 0.34 means a 34% yield). (1) The reactants are [CH3:1][C:2]([C:13]1C=[CH:17][CH:16]=[CH:15][CH:14]=1)([O:4][CH2:5]CCCC(C)C=C)[CH3:3].CN([CH:22]=[O:23])C.O=O.[CH:26]1[CH:31]=[CH:30][CH:29]=[CH:28][CH:27]=1.[CH3:32]CCCCC. The catalyst is Cl[Pd]Cl.Cl[Cu].O. The product is [CH2:5]([O:4][C:2]([CH3:1])([CH3:3])[CH2:13][CH2:14][CH2:15][CH:16]([CH3:17])[C:22](=[O:23])[CH3:32])[C:26]1[CH:31]=[CH:30][CH:29]=[CH:28][CH:27]=1. The yield is 0.560. (2) The reactants are [CH:1]1([CH2:7][C:8]([NH:10][C:11]2[CH:12]=[N:13][C:14]([OH:17])=[CH:15][CH:16]=2)=[O:9])[CH2:6][CH2:5][CH2:4][CH2:3][CH2:2]1.[CH3:18][N:19]([C:23]1[CH:28]=[CH:27][CH:26]=[CH:25][CH:24]=1)[C:20](Cl)=[O:21].N12CCN(CC1)CC2.O. The catalyst is CN(C)C=O. The product is [CH:1]1([CH2:7][C:8]([NH:10][C:11]2[CH:16]=[CH:15][C:14]([O:17][C:20](=[O:21])[N:19]([CH3:18])[C:23]3[CH:28]=[CH:27][CH:26]=[CH:25][CH:24]=3)=[N:13][CH:12]=2)=[O:9])[CH2:6][CH2:5][CH2:4][CH2:3][CH2:2]1. The yield is 0.720. (3) The reactants are C1(C)C=C(C)C=C(C)C=1C(PC(C1C(C)=CC(C)=CC=1C)=O)=[O:10].C(C1C=CC=CN=1)=C.[CH3:32][C:33]1[CH:60]=[C:59]([CH3:61])[CH:58]=[C:57]([CH3:62])[C:34]=1[C:35]([P:37]([C:46](=[O:56])[C:47]1[C:52]([CH3:53])=[CH:51][C:50]([CH3:54])=[CH:49][C:48]=1[CH3:55])[CH2:38][CH2:39][C:40]1[CH:45]=[CH:44][CH:43]=[CH:42][N:41]=1)=[O:36].[NH4+].[Cl-].OO. The catalyst is O. The product is [CH3:32][C:33]1[CH:60]=[C:59]([CH3:61])[CH:58]=[C:57]([CH3:62])[C:34]=1[C:35]([P:37]([CH2:38][CH2:39][C:40]1[CH:45]=[CH:44][CH:43]=[CH:42][N:41]=1)([C:46](=[O:56])[C:47]1[C:52]([CH3:53])=[CH:51][C:50]([CH3:54])=[CH:49][C:48]=1[CH3:55])=[O:10])=[O:36]. The yield is 0.850. (4) The reactants are [Cl:1][C:2]1[CH:7]=[CH:6][C:5]([CH2:8][CH2:9][OH:10])=[CH:4][CH:3]=1.[CH3:11][S:12](Cl)(=[O:14])=[O:13]. The catalyst is C(Cl)Cl.O. The product is [CH3:11][S:12]([O:10][CH2:9][CH2:8][C:5]1[CH:6]=[CH:7][C:2]([Cl:1])=[CH:3][CH:4]=1)(=[O:14])=[O:13]. The yield is 0.756. (5) The reactants are [CH3:1][C:2]1[CH:11]=[C:10]([CH3:12])[C:9]2[CH2:8][CH2:7][CH2:6][CH2:5][C:4]=2[C:3]=1[N:13]1[C:17]([C:18]([F:21])([F:20])[F:19])=[N:16][N:15]=[C:14]1[SH:22].Br[CH2:24][C:25]([O:27][CH2:28][CH3:29])=[O:26].C(=O)([O-])[O-].[K+].[K+].CN(C=O)C. The catalyst is C1COCC1.O. The product is [CH3:1][C:2]1[CH:11]=[C:10]([CH3:12])[C:9]2[CH2:8][CH2:7][CH2:6][CH2:5][C:4]=2[C:3]=1[N:13]1[C:17]([C:18]([F:21])([F:20])[F:19])=[N:16][N:15]=[C:14]1[S:22][CH2:24][C:25]([O:27][CH2:28][CH3:29])=[O:26]. The yield is 0.540. (6) The product is [CH2:24]([O:26][C:27]([CH:29]1[CH:33]([OH:34])[CH2:32][N:31]([C:35]([O:37][CH2:38][C:39]2[CH:40]=[CH:41][CH:42]=[CH:43][CH:44]=2)=[O:36])[CH2:30]1)=[O:28])[CH3:25]. The reactants are C(O)[C@H]1O[C@H](O[C@]2(CO)O[C@H](CO)[C@@H](O)[C@@H]2O)[C@H](O)[C@@H](O)[C@@H]1O.[CH2:24]([O:26][C:27]([CH:29]1[C:33](=[O:34])[CH2:32][N:31]([C:35]([O:37][CH2:38][C:39]2[CH:44]=[CH:43][CH:42]=[CH:41][CH:40]=2)=[O:36])[CH2:30]1)=[O:28])[CH3:25]. The yield is 0.410. The catalyst is O.